This data is from Forward reaction prediction with 1.9M reactions from USPTO patents (1976-2016). The task is: Predict the product of the given reaction. (1) Given the reactants [OH:1][CH:2]([CH2:6][CH2:7][CH:8]=[CH2:9])[C:3]([OH:5])=[O:4].C1(C)C=CC(S(O)(=O)=[O:17])=CC=1.[C:21]1(C)[CH:26]=[CH:25][CH:24]=[CH:23][CH:22]=1, predict the reaction product. The product is: [CH2:6]([CH:2]1[O:1][C:26](=[O:17])[CH:25]([CH2:24][CH2:23][CH:22]=[CH2:21])[O:4][C:3]1=[O:5])[CH2:7][CH:8]=[CH2:9]. (2) Given the reactants C([N:8]1[CH2:13][CH2:12][CH:11]([NH:14][C:15]2[N:16]=[C:17]([NH:26][C:27]3[CH:32]=[CH:31][C:30]([N:33]4[CH2:38][CH2:37][CH:36]([N:39]5[CH2:44][CH2:43][N:42]([CH3:45])[CH2:41][CH2:40]5)[CH2:35][CH2:34]4)=[C:29]([CH3:46])[CH:28]=3)[C:18]([C:23]([NH2:25])=[O:24])=[N:19][C:20]=2[CH2:21][CH3:22])[CH2:10][CH2:9]1)C1C=CC=CC=1.C(O)C, predict the reaction product. The product is: [CH2:21]([C:20]1[N:19]=[C:18]([C:23]([NH2:25])=[O:24])[C:17]([NH:26][C:27]2[CH:32]=[CH:31][C:30]([N:33]3[CH2:38][CH2:37][CH:36]([N:39]4[CH2:44][CH2:43][N:42]([CH3:45])[CH2:41][CH2:40]4)[CH2:35][CH2:34]3)=[C:29]([CH3:46])[CH:28]=2)=[N:16][C:15]=1[NH:14][CH:11]1[CH2:10][CH2:9][NH:8][CH2:13][CH2:12]1)[CH3:22].